Predict the product of the given reaction. From a dataset of Forward reaction prediction with 1.9M reactions from USPTO patents (1976-2016). (1) Given the reactants [C:1]([O:5][C:6]([N:8]([CH3:42])[C@@H:9]([CH3:41])[C:10]([NH:12][C@@H:13]1[C:19](=[O:20])[N:18]([CH2:21][C:22]2[C:31]([O:32][CH3:33])=[CH:30][CH:29]=[C:28]3[C:23]=2[CH:24]=[CH:25][C:26]([C:34](O)=[O:35])=[CH:27]3)[C:17]2[CH:37]=[CH:38][CH:39]=[CH:40][C:16]=2[CH2:15][CH2:14]1)=[O:11])=[O:7])([CH3:4])([CH3:3])[CH3:2].CCN=C=NCCCN(C)C.[CH3:54][S:55]([NH2:58])(=[O:57])=[O:56].CC#N.O, predict the reaction product. The product is: [C:1]([O:5][C:6](=[O:7])[N:8]([C@H:9]([C:10](=[O:11])[NH:12][C@@H:13]1[C:19](=[O:20])[N:18]([CH2:21][C:22]2[C:23]3[C:28](=[CH:27][C:26]([C:34]([NH:58][S:55]([CH3:54])(=[O:57])=[O:56])=[O:35])=[CH:25][CH:24]=3)[CH:29]=[CH:30][C:31]=2[O:32][CH3:33])[C:17]2[CH:37]=[CH:38][CH:39]=[CH:40][C:16]=2[CH2:15][CH2:14]1)[CH3:41])[CH3:42])([CH3:2])([CH3:3])[CH3:4]. (2) Given the reactants C([BH3-])#N.[Na+].[CH:5](=O)[CH3:6].[CH2:8]([NH:14][C:15]1[CH:20]=[CH:19][C:18]([C:21]2[CH:26]=[CH:25][C:24]([NH:27][C:28]([C:30]3[CH:35]=[C:34]([N+:36]([O-:38])=[O:37])[CH:33]=[CH:32][C:31]=3[Cl:39])=[O:29])=[CH:23][CH:22]=2)=[CH:17][CH:16]=1)[CH2:9][CH2:10][CH2:11][CH2:12][CH3:13].C(=O)(O)[O-].[Na+], predict the reaction product. The product is: [CH2:5]([N:14]([C:15]1[CH:16]=[CH:17][C:18]([C:21]2[CH:26]=[CH:25][C:24]([NH:27][C:28]([C:30]3[CH:35]=[C:34]([N+:36]([O-:38])=[O:37])[CH:33]=[CH:32][C:31]=3[Cl:39])=[O:29])=[CH:23][CH:22]=2)=[CH:19][CH:20]=1)[CH2:8][CH2:9][CH2:10][CH2:11][CH2:12][CH3:13])[CH3:6]. (3) Given the reactants [Cl:1][C:2]1[C:3]2[NH:10][CH:9]=[CH:8][C:4]=2[N:5]=[CH:6][N:7]=1.C(=O)([O-])[O-].[Cs+].[Cs+].[C:17]([O:20][CH2:21][CH2:22][CH2:23][CH2:24]Br)(=[O:19])[CH3:18].C(=O)([O-])O.[Na+], predict the reaction product. The product is: [C:17]([O:20][CH2:21][CH2:22][CH2:23][CH2:24][N:10]1[C:3]2[C:2]([Cl:1])=[N:7][CH:6]=[N:5][C:4]=2[CH:8]=[CH:9]1)(=[O:19])[CH3:18]. (4) Given the reactants [C:1]([C:3]1[C:4]([N:17]2[CH2:22][CH2:21][CH:20]([C:23](O)=[O:24])[CH2:19][CH2:18]2)=[N:5][C:6]([CH:14]([F:16])[F:15])=[C:7]([C:9]([O:11][CH2:12][CH3:13])=[O:10])[CH:8]=1)#[N:2].[F:26][C:27]1[CH:32]=[CH:31][C:30]([CH3:33])=[CH:29][C:28]=1[CH2:34][S:35]([NH2:38])(=[O:37])=[O:36], predict the reaction product. The product is: [C:1]([C:3]1[C:4]([N:17]2[CH2:18][CH2:19][CH:20]([C:23](=[O:24])[NH:38][S:35]([CH2:34][C:28]3[CH:29]=[C:30]([CH3:33])[CH:31]=[CH:32][C:27]=3[F:26])(=[O:37])=[O:36])[CH2:21][CH2:22]2)=[N:5][C:6]([CH:14]([F:16])[F:15])=[C:7]([CH:8]=1)[C:9]([O:11][CH2:12][CH3:13])=[O:10])#[N:2]. (5) Given the reactants [Cl:1][C:2]1[N:10]=[C:9]([S:11][CH2:12][C:13]2[CH:18]=[CH:17][C:16]([O:19][CH3:20])=[C:15]([N+:21]([O-:23])=[O:22])[CH:14]=2)[N:8]=[C:7]2[C:3]=1[N:4]=[CH:5][NH:6]2.[H-].[Na+].[CH3:26]I.O, predict the reaction product. The product is: [Cl:1][C:2]1[N:10]=[C:9]([S:11][CH2:12][C:13]2[CH:18]=[CH:17][C:16]([O:19][CH3:20])=[C:15]([N+:21]([O-:23])=[O:22])[CH:14]=2)[N:8]=[C:7]2[C:3]=1[N:4]=[CH:5][N:6]2[CH3:26]. (6) Given the reactants [CH:1]1([C:7]2[C:8]3[CH:9]=[CH:10][C:11]([C:33]([O:35]C)=[O:34])=[CH:12][C:13]=3[N:14]3[C:21]=2[C:20]2[CH:22]=[CH:23][CH:24]=[CH:25][C:19]=2[O:18][CH2:17][C:16]2([CH2:30][O:29]C(C)(C)O[CH2:26]2)[CH2:15]3)[CH2:6][CH2:5][CH2:4][CH2:3][CH2:2]1.S(OS(C(F)(F)F)(=O)=O)(C(F)(F)F)(=O)=O.CCN(C(C)C)C(C)C.C(N)(C)C, predict the reaction product. The product is: [CH:1]1([C:7]2[C:8]3[CH:9]=[CH:10][C:11]([C:33]([OH:35])=[O:34])=[CH:12][C:13]=3[N:14]3[C:21]=2[C:20]2[CH:22]=[CH:23][CH:24]=[CH:25][C:19]=2[O:18][CH2:17][C:16]2([CH2:30][O:29][CH2:26]2)[CH2:15]3)[CH2:6][CH2:5][CH2:4][CH2:3][CH2:2]1. (7) Given the reactants [CH2:1]([O:3][C:4](=[O:14])[C:5]([C:7]1[CH:12]=[CH:11][CH:10]=[C:9]([Br:13])[CH:8]=1)=[O:6])[CH3:2].[CH3:15][Mg]Br.O, predict the reaction product. The product is: [CH2:1]([O:3][C:4](=[O:14])[C:5]([C:7]1[CH:12]=[CH:11][CH:10]=[C:9]([Br:13])[CH:8]=1)([OH:6])[CH3:15])[CH3:2]. (8) Given the reactants [CH2:1]([O:8][C@H:9]1[C@H:15]([O:16][CH2:17][C:18]2[CH:23]=[CH:22][CH:21]=[CH:20][CH:19]=2)[C@@H:14]([O:24][CH2:25][C:26]2[CH:31]=[CH:30][CH:29]=[CH:28][CH:27]=2)[C@:13]2([C:33]3[CH:38]=[CH:37][C:36]([Cl:39])=[C:35]([CH2:40][C:41]4[CH:46]=[CH:45][C:44]([O:47][CH2:48][CH3:49])=[C:43]([F:50])[CH:42]=4)[CH:34]=3)[O:32][C@@:10]1([CH2:51][OH:52])[CH2:11][O:12]2)[C:2]1[CH:7]=[CH:6][CH:5]=[CH:4][CH:3]=1.I(C1C=CC=CC=1C(O)=O)(=O)=O, predict the reaction product. The product is: [CH2:1]([O:8][C@H:9]1[C@H:15]([O:16][CH2:17][C:18]2[CH:19]=[CH:20][CH:21]=[CH:22][CH:23]=2)[C@@H:14]([O:24][CH2:25][C:26]2[CH:31]=[CH:30][CH:29]=[CH:28][CH:27]=2)[C@:13]2([C:33]3[CH:38]=[CH:37][C:36]([Cl:39])=[C:35]([CH2:40][C:41]4[CH:46]=[CH:45][C:44]([O:47][CH2:48][CH3:49])=[C:43]([F:50])[CH:42]=4)[CH:34]=3)[O:32][C@@:10]1([CH:51]=[O:52])[CH2:11][O:12]2)[C:2]1[CH:3]=[CH:4][CH:5]=[CH:6][CH:7]=1.